From a dataset of Full USPTO retrosynthesis dataset with 1.9M reactions from patents (1976-2016). Predict the reactants needed to synthesize the given product. (1) Given the product [C:1]([O:5][C:6](=[O:33])[CH2:7][N:8]([C:26]([O:28][C:29]([CH3:32])([CH3:31])[CH3:30])=[O:27])[C:9]1[CH:14]=[CH:13][CH:12]=[C:11]([CH:15]([CH2:65][C:63]2[S:62][C:61]3[CH:67]=[C:57]([Cl:56])[CH:58]=[CH:59][C:60]=3[CH:64]=2)[NH:16][S:17]([C:20]2[CH:21]=[N:22][CH:23]=[CH:24][CH:25]=2)(=[O:18])=[O:19])[N:10]=1)([CH3:4])([CH3:3])[CH3:2], predict the reactants needed to synthesize it. The reactants are: [C:1]([O:5][C:6](=[O:33])[CH2:7][N:8]([C:26]([O:28][C:29]([CH3:32])([CH3:31])[CH3:30])=[O:27])[C:9]1[CH:14]=[CH:13][CH:12]=[C:11]([CH2:15][NH:16][S:17]([C:20]2[CH:21]=[N:22][CH:23]=[CH:24][CH:25]=2)(=[O:19])=[O:18])[N:10]=1)([CH3:4])([CH3:3])[CH3:2].S1C=CN=C1C1C=CC(CNS(C2C=NC=CC=2)(=O)=O)=CC=1.[Cl:56][C:57]1[CH:58]=[CH:59][C:60]2[CH:64]=[C:63]([CH2:65]O)[S:62][C:61]=2[CH:67]=1. (2) Given the product [Cl:21][C:17]1[CH:18]=[C:19]2[C:14](=[CH:15][CH:16]=1)[N:13]([C:22]([O:24][CH2:25][C:26]1[CH:27]=[CH:28][CH:29]=[CH:30][CH:31]=1)=[O:23])[C:12](=[O:11])[CH2:20]2, predict the reactants needed to synthesize it. The reactants are: C(OC([O:11][C:12]1[N:13]([C:22]([O:24][CH2:25][C:26]2[CH:31]=[CH:30][CH:29]=[CH:28][CH:27]=2)=[O:23])[C:14]2[C:19]([CH:20]=1)=[CH:18][C:17]([Cl:21])=[CH:16][CH:15]=2)=O)C1C=CC=CC=1.N.O1CCOCC1.